Dataset: Forward reaction prediction with 1.9M reactions from USPTO patents (1976-2016). Task: Predict the product of the given reaction. (1) The product is: [Cl:1][C:2]1[N:7]=[C:6]([O:8][CH3:9])[C:5]([C:19]2[S:20][CH:21]=[CH:22][CH:23]=2)=[CH:4][N:3]=1. Given the reactants [Cl:1][C:2]1[N:7]=[C:6]([O:8][CH3:9])[C:5](I)=[CH:4][N:3]=1.CC1(C)C(C)(C)OB([C:19]2[S:20][CH:21]=[CH:22][CH:23]=2)O1, predict the reaction product. (2) Given the reactants [C:1](Cl)(Cl)=[O:2].[O:5]1[CH2:10][CH2:9][CH:8]([N:11]2[CH2:15][CH2:14][NH:13][C:12]2=[O:16])[CH2:7][CH2:6]1.N1C=CC=CC=1.[Cl:23][C:24]1[CH:29]=[C:28]([O:30][C:31]2[CH:32]=[CH:33][C:34]([NH2:38])=[N:35][C:36]=2[CH3:37])[CH:27]=[CH:26][N:25]=1, predict the reaction product. The product is: [Cl:23][C:24]1[CH:29]=[C:28]([O:30][C:31]2[CH:32]=[CH:33][C:34]([NH:38][C:1]([N:13]3[CH2:14][CH2:15][N:11]([CH:8]4[CH2:7][CH2:6][O:5][CH2:10][CH2:9]4)[C:12]3=[O:16])=[O:2])=[N:35][C:36]=2[CH3:37])[CH:27]=[CH:26][N:25]=1.